From a dataset of Peptide-MHC class II binding affinity with 134,281 pairs from IEDB. Regression. Given a peptide amino acid sequence and an MHC pseudo amino acid sequence, predict their binding affinity value. This is MHC class II binding data. The peptide sequence is KSKFNILSSPLFNNF. The MHC is DRB1_1302 with pseudo-sequence DRB1_1302. The binding affinity (normalized) is 0.703.